This data is from Experimentally validated miRNA-target interactions with 360,000+ pairs, plus equal number of negative samples. The task is: Binary Classification. Given a miRNA mature sequence and a target amino acid sequence, predict their likelihood of interaction. (1) The miRNA is hsa-miR-4474-3p with sequence UUGUGGCUGGUCAUGAGGCUAA. The protein sequence of the target gene is MDGIIEQKSVLVHSKISDAGKRNGLINTRNFMAESRDGLVSVYPAPQYQSHRLVASAAPGSLEGGRSEPVQQLLDPNTLQQSVESHYRPNIILYSDGVLRSWGDGVATDCCETTFIEDRSPTKDSLEYPDGKFIDLSGDDIKIHTLSYDVEEEEELQELESDYSSDTESEDNFLMMPPRDHLGLSVFSMLCCFWPLGIAAFYLSHETNKAVAKGDFHQASTSSRRALFLAVLSITIGTGIYVGVAVALIAYLSKNNHL. Result: 0 (no interaction). (2) The miRNA is hsa-miR-6835-3p with sequence AAAAGCACUUUUCUGUCUCCCAG. The protein sequence of the target gene is MVVDFWTWEQTFQELIQEAKPRATWTLKLDGNLQLDCLAQGWKQYQQRAFGWFRCSSCQRSWASAQVQILCHTYWEHWTSQGQVRMRLFGQRCQKCSWSQYEMPEFSSDSTMRILSNLVQHILKKYYGNGTRKSPEMPVILEVSLEGSHDTANCEACTLGICGQGLKSCMTKPSKSLLPHLKTGNSSPGIGAVYLANQAKNQSAEAKEAKGSGYEKLGPSRDPDPLNICVFILLLVFIVVKCFTSE. Result: 1 (interaction). (3) The miRNA is hsa-miR-486-3p with sequence CGGGGCAGCUCAGUACAGGAU. The protein sequence of the target gene is MQCRLPRGLAGALLTLLCMGLLCLRYHLNLSPQRVQGTPELSQPNPGPPKLQLHDVFIAVKTTRAFHRLRLELLLDTWVSRTREQTFVFTDSPDKGLQERLGSHLVVTNCSAEHSHPALSCKMAAEFDTFLASGLRWFCHVDDDNYVNPRALLQLLRAFPLARDVYVGRPSLNRPIHASEPQPHNRTRLVQFWFATGGAGFCINRKLALKMAPWASGSRFMDTSALIRLPDDCTMGYIIECKLGGRLQPSPLFHSHLETLQLLRTAQLPEQVTLSYGVFEGKLNVIKLQGPFSPEEDPSR.... Result: 0 (no interaction). (4) The miRNA is dme-miR-263a-5p with sequence AAUGGCACUGGAAGAAUUCACGGG. The protein sequence of the target gene is MVMKTGQYVLYEQKLKSLLNENAKLVINTKHREFSNWKDPSCSS. Result: 0 (no interaction).